This data is from Full USPTO retrosynthesis dataset with 1.9M reactions from patents (1976-2016). The task is: Predict the reactants needed to synthesize the given product. Given the product [ClH:1].[CH3:3][N:4]([CH3:5])[CH2:6][C:7]1[CH2:15][C:14]2[C:9]([C:8]=1[C:22]1[CH:23]=[N:24][CH:25]=[CH:26][CH:27]=1)=[CH:10][CH:11]=[C:12]([O:16][C:17]([F:20])([F:18])[F:19])[CH:13]=2, predict the reactants needed to synthesize it. The reactants are: [ClH:1].Cl.[CH3:3][N:4]([CH2:6][CH:7]1[CH2:15][C:14]2[C:9](=[CH:10][CH:11]=[C:12]([O:16][C:17]([F:20])([F:19])[F:18])[CH:13]=2)[C:8]1([C:22]1[CH:23]=[N:24][CH:25]=[CH:26][CH:27]=1)O)[CH3:5].